This data is from Forward reaction prediction with 1.9M reactions from USPTO patents (1976-2016). The task is: Predict the product of the given reaction. Given the reactants [CH2:1]([O:8][C:9]1[CH:10]=[C:11]2[C:16](=[CH:17][CH:18]=1)[C:15](=O)[N:14]([CH2:20][CH:21]([CH3:23])[CH3:22])[C:13]([C:24]([O:26]C)=[O:25])=[C:12]2[C:28]1[CH:33]=[CH:32][C:31]([CH3:34])=[CH:30][CH:29]=1)[C:2]1[CH:7]=[CH:6][CH:5]=[CH:4][CH:3]=1.O.[OH-].[Li+].O.Cl, predict the reaction product. The product is: [CH2:1]([O:8][C:9]1[CH:10]=[C:11]2[C:16](=[CH:17][CH:18]=1)[CH2:15][N:14]([CH2:20][CH:21]([CH3:23])[CH3:22])[C:13]([C:24]([OH:26])=[O:25])=[C:12]2[C:28]1[CH:29]=[CH:30][C:31]([CH3:34])=[CH:32][CH:33]=1)[C:2]1[CH:3]=[CH:4][CH:5]=[CH:6][CH:7]=1.